Dataset: Forward reaction prediction with 1.9M reactions from USPTO patents (1976-2016). Task: Predict the product of the given reaction. (1) The product is: [CH2:20]([N:9]([CH2:2][C:3]1[CH:4]=[CH:5][CH:6]=[CH:7][CH:8]=1)[C:10]1[CH:11]=[C:12]([CH3:19])[C:13]([CH:14]2[O:29][CH2:28][CH2:27][O:15]2)=[CH:16][C:17]=1[CH3:18])[C:21]1[CH:22]=[CH:23][CH:24]=[CH:25][CH:26]=1. Given the reactants Cl.[CH2:2]([N:9]([CH2:20][C:21]1[CH:26]=[CH:25][CH:24]=[CH:23][CH:22]=1)[C:10]1[C:17]([CH3:18])=[CH:16][C:13]([CH:14]=[O:15])=[C:12]([CH3:19])[CH:11]=1)[C:3]1[CH:8]=[CH:7][CH:6]=[CH:5][CH:4]=1.[CH2:27](O)[CH2:28][OH:29].C1(C)C=CC(S(O)(=O)=O)=CC=1, predict the reaction product. (2) Given the reactants [F:1][C:2]([F:39])([F:38])[C:3]1[CH:4]=[C:5]([N:13]([CH3:37])[C:14]([N:16]([CH3:36])[C@@H:17]2[C@@H:21]([C:22]3[CH:27]=[CH:26][C:25]([F:28])=[CH:24][CH:23]=3)[CH2:20][N:19](C(OC(C)(C)C)=O)[CH2:18]2)=[O:15])[CH:6]=[C:7]([C:9]([F:12])([F:11])[F:10])[CH:8]=1.[ClH:40].CC(O)C, predict the reaction product. The product is: [ClH:40].[F:12][C:9]([F:10])([F:11])[C:7]1[CH:6]=[C:5]([N:13]([CH3:37])[C:14]([N:16]([C@@H:17]2[C@@H:21]([C:22]3[CH:23]=[CH:24][C:25]([F:28])=[CH:26][CH:27]=3)[CH2:20][NH:19][CH2:18]2)[CH3:36])=[O:15])[CH:4]=[C:3]([C:2]([F:39])([F:1])[F:38])[CH:8]=1. (3) Given the reactants [OH:1][C:2]1[C:3](=[O:29])[C:4]([C:18]2[N:22]([C:23]3[CH:28]=[CH:27][CH:26]=[CH:25][CH:24]=3)[N:21]=[CH:20][CH:19]=2)=[N:5][N:6]([C:8]2[CH:13]=[CH:12][CH:11]=[C:10]([C:14]([F:17])([F:16])[F:15])[CH:9]=2)[CH:7]=1.I[CH:31]([CH3:33])[CH3:32].C([O-])([O-])=O.[K+].[K+].O, predict the reaction product. The product is: [CH3:32][CH:31]([O:1][C:2]1[C:3](=[O:29])[C:4]([C:18]2[N:22]([C:23]3[CH:24]=[CH:25][CH:26]=[CH:27][CH:28]=3)[N:21]=[CH:20][CH:19]=2)=[N:5][N:6]([C:8]2[CH:13]=[CH:12][CH:11]=[C:10]([C:14]([F:16])([F:15])[F:17])[CH:9]=2)[CH:7]=1)[CH3:33]. (4) Given the reactants [NH2:1][C:2]1[CH:7]=[CH:6][C:5]([Br:8])=[CH:4][C:3]=1[C:9](=O)[C:10]([F:13])([F:12])[F:11].[F:15][C:16]([F:27])([F:26])[C:17](=O)[CH2:18][C:19]1[CH:24]=[CH:23][CH:22]=[CH:21][CH:20]=1.C(N(CCCC)CCCC)CCC, predict the reaction product. The product is: [Br:8][C:5]1[CH:4]=[C:3]2[C:2](=[CH:7][CH:6]=1)[N:1]=[C:17]([C:16]([F:26])([F:27])[F:15])[C:18]([C:19]1[CH:24]=[CH:23][CH:22]=[CH:21][CH:20]=1)=[C:9]2[C:10]([F:13])([F:12])[F:11]. (5) The product is: [Cl:1][C:2]1[C:7]([N+:15]([O-:17])=[O:16])=[C:6]([NH2:8])[CH:5]=[C:4]([Cl:9])[N:3]=1. Given the reactants [Cl:1][C:2]1[CH:7]=[C:6]([NH2:8])[CH:5]=[C:4]([Cl:9])[N:3]=1.S(=O)(=O)(O)O.[N+:15]([O-])([OH:17])=[O:16], predict the reaction product. (6) Given the reactants [NH2:1][C:2]1[N:3]([CH3:22])[C:4](=[O:21])[C@:5]2([N:20]=1)[C:14]1[CH:13]=[C:12](Br)[CH:11]=[CH:10][C:9]=1[O:8][C@H:7]1[CH2:16][CH2:17][CH2:18][O:19][C@H:6]21.[F:23][C:24]1[C:29](B(O)O)=[CH:28][CH:27]=[CH:26][N:25]=1.C(=O)([O-])[O-].[K+].[K+], predict the reaction product. The product is: [NH2:1][C:2]1[N:3]([CH3:22])[C:4](=[O:21])[C@:5]2([N:20]=1)[C:14]1[CH:13]=[C:12]([C:29]3[C:24]([F:23])=[N:25][CH:26]=[CH:27][CH:28]=3)[CH:11]=[CH:10][C:9]=1[O:8][C@H:7]1[CH2:16][CH2:17][CH2:18][O:19][C@H:6]21.